From a dataset of Forward reaction prediction with 1.9M reactions from USPTO patents (1976-2016). Predict the product of the given reaction. (1) The product is: [CH2:15]([N:10]1[C:11]2[CH:12]=[CH:13][CH:14]=[C:6]([O:5][CH2:4][C:3]([OH:28])=[O:2])[C:7]=2[C:8]2[CH:24]([C:25](=[O:27])[NH2:26])[CH2:23][CH2:22][C:9]1=2)[C:16]1[CH:21]=[CH:20][CH:19]=[CH:18][CH:17]=1. Given the reactants C[O:2][C:3](=[O:28])[CH2:4][O:5][C:6]1[C:7]2[C:8]3[CH:24]([C:25](=[O:27])[NH2:26])[CH2:23][CH2:22][C:9]=3[N:10]([CH2:15][C:16]3[CH:21]=[CH:20][CH:19]=[CH:18][CH:17]=3)[C:11]=2[CH:12]=[CH:13][CH:14]=1.[Li+].[OH-], predict the reaction product. (2) Given the reactants [CH3:1][S:2]([C:5]1[CH:6]=[CH:7][C:8]([O:14][CH:15]([CH3:20])[C:16]([F:19])([F:18])[F:17])=[C:9]([CH:13]=1)[C:10]([OH:12])=O)(=[O:4])=[O:3].Cl.[F:22][C:23]([F:36])([F:35])[C:24]1[S:28][C:27]([N:29]2[CH2:34][CH2:33][NH:32][CH2:31][CH2:30]2)=[N:26][CH:25]=1, predict the reaction product. The product is: [CH3:1][S:2]([C:5]1[CH:6]=[CH:7][C:8]([O:14][CH:15]([CH3:20])[C:16]([F:19])([F:18])[F:17])=[C:9]([C:10]([N:32]2[CH2:33][CH2:34][N:29]([C:27]3[S:28][C:24]([C:23]([F:36])([F:22])[F:35])=[CH:25][N:26]=3)[CH2:30][CH2:31]2)=[O:12])[CH:13]=1)(=[O:3])=[O:4]. (3) Given the reactants [N:1]1([C:6]2[C:11]([OH:12])=[CH:10][CH:9]=[CH:8][N:7]=2)[CH:5]=[CH:4][CH:3]=[CH:2]1.O=[C:14]1[CH2:19][CH2:18][N:17](C(OC(C)(C)C)=O)[CH2:16][CH2:15]1.O.CC1C=CC(S(O)(=O)=O)=CC=1.ClC(Cl)C, predict the reaction product. The product is: [N:7]1[C:6]2[N:1]3[CH:2]=[CH:3][CH:4]=[C:5]3[C:14]3([CH2:19][CH2:18][NH:17][CH2:16][CH2:15]3)[O:12][C:11]=2[CH:10]=[CH:9][CH:8]=1. (4) Given the reactants Cl[C:2]1[C:11]2[C:6](=[CH:7][CH:8]=[C:9]([O:12][CH3:13])[CH:10]=2)[N:5]=[C:4]([C:14]2[CH:15]=[N:16][CH:17]=[CH:18][CH:19]=2)[N:3]=1.[NH2:20][C:21]1[S:22][CH:23]=[C:24]([C:26]2[CH:31]=[CH:30][C:29]([Cl:32])=[CH:28][CH:27]=2)[N:25]=1.C([O-])([O-])=O.[Cs+].[Cs+].O, predict the reaction product. The product is: [Cl:32][C:29]1[CH:28]=[CH:27][C:26]([C:24]2[N:25]=[C:21]([NH:20][C:2]3[C:11]4[C:6](=[CH:7][CH:8]=[C:9]([O:12][CH3:13])[CH:10]=4)[N:5]=[C:4]([C:14]4[CH:15]=[N:16][CH:17]=[CH:18][CH:19]=4)[N:3]=3)[S:22][CH:23]=2)=[CH:31][CH:30]=1. (5) Given the reactants [S:1]1[CH:5]=[CH:4][CH:3]=[C:2]1[S:6]([N:9]1[CH2:14][CH2:13][N:12]([C:15]2[CH:20]=[CH:19][C:18]([C:21]([OH:27])([CH3:26])[C:22]([F:25])([F:24])[F:23])=[CH:17][CH:16]=2)[C@@H:11]([CH2:28][N:29]2[CH:34]3[CH2:35][C:36](=[O:38])[CH2:37][CH:30]2[CH2:31][O:32][CH2:33]3)[CH2:10]1)(=[O:8])=[O:7].[CH3:39][Mg]Br, predict the reaction product. The product is: [CH3:39][C:36]1([OH:38])[CH2:35][C@H:34]2[N:29]([CH2:28][C@H:11]3[CH2:10][N:9]([S:6]([C:2]4[S:1][CH:5]=[CH:4][CH:3]=4)(=[O:7])=[O:8])[CH2:14][CH2:13][N:12]3[C:15]3[CH:20]=[CH:19][C:18]([C:21]([OH:27])([CH3:26])[C:22]([F:25])([F:24])[F:23])=[CH:17][CH:16]=3)[C@H:30]([CH2:31][O:32][CH2:33]2)[CH2:37]1. (6) Given the reactants [CH3:1][O:2][C:3]([C:5]1[CH:6]=[C:7]([CH:11]=[CH:12][CH:13]=1)[C:8](O)=[O:9])=[O:4].[CH3:14][S:15]([NH2:18])(=[O:17])=[O:16].CN(C(ON1N=NC2C=CC=NC1=2)=[N+](C)C)C.F[P-](F)(F)(F)(F)F.C(N(C(C)C)CC)(C)C.[Cl-].[NH4+], predict the reaction product. The product is: [CH3:14][S:15]([NH:18][C:8]([C:7]1[CH:6]=[C:5]([CH:13]=[CH:12][CH:11]=1)[C:3]([O:2][CH3:1])=[O:4])=[O:9])(=[O:17])=[O:16]. (7) Given the reactants Cl[C:2]1[N:7]=[C:6]([C:8]([O:10][CH3:11])=[O:9])[C:5]([N+:12]([O-:14])=[O:13])=[C:4](Cl)[N:3]=1.N1C(C)=CC=CC=1C.[NH2:24][C:25]1[CH:29]=[C:28]([CH3:30])[NH:27][N:26]=1.[CH:31]1([C:34]([NH:36][C:37]2[CH:42]=[CH:41][C:40]([SH:43])=[CH:39][CH:38]=2)=[O:35])[CH2:33][CH2:32]1, predict the reaction product. The product is: [CH:31]1([C:34]([NH:36][C:37]2[CH:38]=[CH:39][C:40]([S:43][C:2]3[N:7]=[C:6]([C:8]([O:10][CH3:11])=[O:9])[C:5]([N+:12]([O-:14])=[O:13])=[C:4]([NH:24][C:25]4[CH:29]=[C:28]([CH3:30])[NH:27][N:26]=4)[N:3]=3)=[CH:41][CH:42]=2)=[O:35])[CH2:32][CH2:33]1.